From a dataset of Catalyst prediction with 721,799 reactions and 888 catalyst types from USPTO. Predict which catalyst facilitates the given reaction. (1) Reactant: [Cl:1][C:2]1[C:3](Cl)=N[CH:5]=[CH:6][N:7]=1.Cl.[CH3:10][C:11]1[CH:12]=[C:13]([CH:17]2[CH2:22][CH2:21][CH2:20][NH:19][CH2:18]2)[CH:14]=[CH:15][CH:16]=1.[C:23]([O-])([O-])=O.[K+].[K+].CN(C=O)C. Product: [Cl:1][C:2]1[C:3]([N:19]2[CH2:20][CH2:21][CH2:22][CH:17]([C:13]3[CH:14]=[CH:15][CH:16]=[C:11]([CH3:10])[CH:12]=3)[CH2:18]2)=[CH:23][CH:5]=[CH:6][N:7]=1. The catalyst class is: 25. (2) Reactant: [N:1]1[CH:6]=[CH:5][CH:4]=[CH:3][C:2]=1[NH:7][C:8]([N:10]1[C@@H:16]2[CH2:17][N:13]([CH2:14][CH2:15]2)[C:12]2[CH:18]=[CH:19][C:20]([C:22]([OH:24])=O)=[N:21][C:11]1=2)=[O:9].CN(C(ON1N=NC2C=CC=NC1=2)=[N+](C)C)C.F[P-](F)(F)(F)(F)F.CCN(C(C)C)C(C)C.[NH2:58][CH2:59][C:60]([O:62][CH3:63])=[O:61]. Product: [N:1]1[CH:6]=[CH:5][CH:4]=[CH:3][C:2]=1[NH:7][C:8]([N:10]1[C@@H:16]2[CH2:17][N:13]([CH2:14][CH2:15]2)[C:12]2[CH:18]=[CH:19][C:20]([C:22]([NH:58][CH2:59][C:60]([O:62][CH3:63])=[O:61])=[O:24])=[N:21][C:11]1=2)=[O:9]. The catalyst class is: 9. (3) Reactant: F[C:2]1[C:9]([F:10])=[CH:8][CH:7]=[CH:6][C:3]=1[C:4]#[N:5].O.[NH2:12][NH2:13].C(OC(C)C)(C)C. Product: [F:10][C:9]1[CH:8]=[CH:7][CH:6]=[C:3]2[C:2]=1[NH:13][N:12]=[C:4]2[NH2:5]. The catalyst class is: 8. (4) Reactant: [CH3:1][O:2][C:3]1[CH:12]=[C:11]([O:13][CH3:14])[CH:10]=[C:9]2[C:4]=1[C:5](=[O:27])[NH:6][C:7]([C:15]1[CH:20]=[CH:19][C:18]([N:21]3[CH2:26][CH2:25][NH:24][CH2:23][CH2:22]3)=[CH:17][CH:16]=1)=[N:8]2.[Cl:28][C:29]1[N:33]([CH3:34])[N:32]=[CH:31][C:30]=1[C:35](Cl)=[O:36].CCN(CC)CC. Product: [Cl:28][C:29]1[N:33]([CH3:34])[N:32]=[CH:31][C:30]=1[C:35]([N:24]1[CH2:23][CH2:22][N:21]([C:18]2[CH:19]=[CH:20][C:15]([C:7]3[NH:6][C:5](=[O:27])[C:4]4[C:9](=[CH:10][C:11]([O:13][CH3:14])=[CH:12][C:3]=4[O:2][CH3:1])[N:8]=3)=[CH:16][CH:17]=2)[CH2:26][CH2:25]1)=[O:36]. The catalyst class is: 2. (5) Reactant: [CH3:1][O:2][C:3]1[CH:12]=[C:11]2[C:6]([CH2:7][CH:8]([C:16]3[CH:21]=[CH:20][C:19]([O:22][CH3:23])=[CH:18][CH:17]=3)[CH:9]3[CH2:15][CH2:14][CH2:13][CH:10]32)=C(OS(C(F)(F)F)(=O)=O)[CH:4]=1.C1(P(C2C=CC=CC=2)CCCP(C2C=CC=CC=2)C2C=CC=CC=2)C=CC=CC=1.CO.[C:63]([O:66][CH2:67]C)(=[O:65])[CH3:64]. Product: [CH3:67][O:66][C:63]([C:64]1[C:6]2[CH2:7][CH:8]([C:16]3[CH:17]=[CH:18][C:19]([O:22][CH3:23])=[CH:20][CH:21]=3)[CH:9]3[CH2:15][CH2:14][CH2:13][CH:10]3[C:11]=2[CH:12]=[C:3]([O:2][CH3:1])[CH:4]=1)=[O:65]. The catalyst class is: 167. (6) Product: [O:13]1[CH2:18][CH2:17][CH2:16][CH2:15][CH:14]1[O:19][CH2:20][C:21]#[C:22][CH2:23][CH2:24][CH2:25][CH2:26][CH2:27][CH2:28][CH2:29][CH2:30][CH2:31][CH2:32][CH2:33][CH2:34][C:35]([OH:37])=[O:36]. The catalyst class is: 290. Reactant: S(OOS([O-])(=O)=O)([O-])(=O)=O.[K+].[K+].[O:13]1[CH2:18][CH2:17][CH2:16][CH2:15][CH:14]1[O:19][CH2:20][C:21]#[C:22][CH2:23][CH2:24][CH2:25][CH2:26][CH2:27][CH2:28][CH2:29][CH2:30][CH2:31][CH2:32][CH2:33][CH2:34][CH2:35][OH:36].[OH-:37].[K+]. (7) Reactant: Cl[C:2]1[C:11]2[C:6](=[CH:7][CH:8]=[CH:9][CH:10]=2)[C:5]([OH:12])=[C:4]([C:13]([O:15][CH3:16])=[O:14])[N:3]=1.[CH3:17][Sn](C)(C)C. Product: [OH:12][C:5]1[C:6]2[C:11](=[CH:10][CH:9]=[CH:8][CH:7]=2)[C:2]([CH3:17])=[N:3][C:4]=1[C:13]([O:15][CH3:16])=[O:14]. The catalyst class is: 558.